This data is from Full USPTO retrosynthesis dataset with 1.9M reactions from patents (1976-2016). The task is: Predict the reactants needed to synthesize the given product. (1) Given the product [NH2:30][C:25]1[CH:26]=[CH:27][CH:28]=[CH:29][C:24]=1[NH:23][C:22]([C:19]1[CH:18]=[CH:17][C:16]([N:13]2[CH2:14][CH2:15][C@H:11]([O:10][C:7]3[CH:6]=[CH:5][C:4]([C:3]([OH:32])=[O:2])=[CH:9][CH:8]=3)[CH2:12]2)=[CH:21][CH:20]=1)=[O:31], predict the reactants needed to synthesize it. The reactants are: C[O:2][C:3](=[O:32])[C:4]1[CH:9]=[CH:8][C:7]([O:10][C@H:11]2[CH2:15][CH2:14][N:13]([C:16]3[CH:21]=[CH:20][C:19]([C:22](=[O:31])[NH:23][C:24]4[CH:29]=[CH:28][CH:27]=[CH:26][C:25]=4[NH2:30])=[CH:18][CH:17]=3)[CH2:12]2)=[CH:6][CH:5]=1.[OH-].[K+]. (2) Given the product [Cl:32][C:8]1[C:7]([C:40]#[C:39][Si:35]([CH3:38])([CH3:37])[CH3:36])=[CH:16][CH:15]=[C:14]2[C:9]=1[CH:10]=[N:11][C:12]([NH:17][C:18]1[CH:19]=[CH:20][C:21]([C:24]([N:26]3[CH2:27][CH2:28][O:29][CH2:30][CH2:31]3)=[O:25])=[CH:22][CH:23]=1)=[N:13]2, predict the reactants needed to synthesize it. The reactants are: FC(F)(F)S(O[C:7]1[C:8]([Cl:32])=[C:9]2[C:14](=[CH:15][CH:16]=1)[N:13]=[C:12]([NH:17][C:18]1[CH:23]=[CH:22][C:21]([C:24]([N:26]3[CH2:31][CH2:30][O:29][CH2:28][CH2:27]3)=[O:25])=[CH:20][CH:19]=1)[N:11]=[CH:10]2)(=O)=O.[Si:35]([C:39]#[CH:40])([CH3:38])([CH3:37])[CH3:36].C(Cl)Cl. (3) Given the product [CH2:1]([S:3]([N:6]1[CH2:11][CH2:10][CH:9]([C:12]2[C:20]3[C:15](=[C:16]([C:30]([NH2:32])=[O:31])[CH:17]=[C:18]([C:34]4[CH:35]=[C:36]([CH:39]=[O:40])[O:37][CH:38]=4)[CH:19]=3)[NH:14][CH:13]=2)[CH2:8][CH2:7]1)(=[O:5])=[O:4])[CH3:2], predict the reactants needed to synthesize it. The reactants are: [CH2:1]([S:3]([N:6]1[CH2:11][CH2:10][CH:9]([C:12]2[C:20]3[C:15](=[C:16]([C:30]([NH2:32])=[O:31])[CH:17]=[C:18](B4OC(C)(C)C(C)(C)O4)[CH:19]=3)[NH:14][CH:13]=2)[CH2:8][CH2:7]1)(=[O:5])=[O:4])[CH3:2].Br[C:34]1[CH:35]=[C:36]([CH:39]=[O:40])[O:37][CH:38]=1.C(=O)([O-])[O-].[K+].[K+].